This data is from Reaction yield outcomes from USPTO patents with 853,638 reactions. The task is: Predict the reaction yield, written as a fraction of the theoretical maximum amount of product (1.0 means a 100% yield; for example, 0.34 means a 34% yield). The reactants are Br[C:2]1[CH:3]=[C:4]([CH:7]=[CH:8][C:9]=1[O:10][C:11]([F:14])([F:13])[F:12])[CH:5]=[O:6].[CH3:15][C:16]1[C:17](B(O)O)=[CH:18][C:19]2[C:20](C)([CH3:28])[CH2:21][CH2:22][C:23]([CH3:27])([CH3:26])[C:24]=2[CH:25]=1.[CH2:33](O)C.C(=O)([O-])[O-].[K+].[K+]. The catalyst is C1(C)C=CC=CC=1.C(OCC)(=O)C.C1C=CC([P]([Pd]([P](C2C=CC=CC=2)(C2C=CC=CC=2)C2C=CC=CC=2)([P](C2C=CC=CC=2)(C2C=CC=CC=2)C2C=CC=CC=2)[P](C2C=CC=CC=2)(C2C=CC=CC=2)C2C=CC=CC=2)(C2C=CC=CC=2)C2C=CC=CC=2)=CC=1.O. The product is [F:12][C:11]([F:14])([F:13])[O:10][C:9]1[CH:8]=[CH:7][C:4]([CH:5]=[O:6])=[CH:3][C:2]=1[C:17]1[C:16]([CH3:15])=[CH:25][C:24]2[C:23]([CH3:26])([CH3:27])[CH2:22][CH:21]([CH3:33])[CH:20]([CH3:28])[C:19]=2[CH:18]=1. The yield is 0.760.